Predict the product of the given reaction. From a dataset of Forward reaction prediction with 1.9M reactions from USPTO patents (1976-2016). Given the reactants C[O:2][C:3]([C:5]1[S:6][C:7]([C:27]2[CH:32]=[CH:31][CH:30]=[CH:29][CH:28]=2)=[CH:8][C:9]=1[N:10]([CH:20]1[CH2:25][CH2:24][CH:23]([OH:26])[CH2:22][CH2:21]1)[C:11]([CH:13]1[CH2:18][CH2:17][CH:16]([CH3:19])[CH2:15][CH2:14]1)=[O:12])=[O:4].[H-].[Na+].I[CH3:36], predict the reaction product. The product is: [CH3:36][O:26][CH:23]1[CH2:24][CH2:25][CH:20]([N:10]([C:11]([CH:13]2[CH2:18][CH2:17][CH:16]([CH3:19])[CH2:15][CH2:14]2)=[O:12])[C:9]2[CH:8]=[C:7]([C:27]3[CH:28]=[CH:29][CH:30]=[CH:31][CH:32]=3)[S:6][C:5]=2[C:3]([OH:2])=[O:4])[CH2:21][CH2:22]1.